From a dataset of Retrosynthesis with 50K atom-mapped reactions and 10 reaction types from USPTO. Predict the reactants needed to synthesize the given product. (1) Given the product COc1ccc(C(=O)Nc2ccc(O)cc2Cl)cc1, predict the reactants needed to synthesize it. The reactants are: COc1ccc(C(=O)Cl)cc1.Nc1ccc(O)cc1Cl. (2) The reactants are: CC(C)(C)OC(=O)N1CCC(Nc2ccc(C(=O)NCCC3CC3)nn2)C1.O=C(Cl)c1ccccc1C(F)(F)F. Given the product O=C(NCCC1CC1)c1ccc(NC2CCN(C(=O)c3ccccc3C(F)(F)F)C2)nn1, predict the reactants needed to synthesize it. (3) Given the product O=C(CN1CCN(C(=O)c2cc(C(F)(F)F)cc(C(F)(F)F)c2)[C@H](Cc2c[nH]c3ccccc23)C1)c1ccccc1, predict the reactants needed to synthesize it. The reactants are: O=C(CBr)c1ccccc1.O=C(c1cc(C(F)(F)F)cc(C(F)(F)F)c1)N1CCNC[C@H]1Cc1c[nH]c2ccccc12. (4) Given the product CN(C(=O)NCc1cccc(F)c1Cl)[C@@H](CN)COC(=O)Nc1cc2ccccc2cn1, predict the reactants needed to synthesize it. The reactants are: CN(C(=O)NCc1cccc(F)c1Cl)[C@@H](CNC(=O)OCc1ccccc1)COC(=O)Nc1cc2ccccc2cn1. (5) Given the product BrCCOCCOCCOCCOCCOCc1ccccc1, predict the reactants needed to synthesize it. The reactants are: BrC(Br)(Br)Br.OCCOCCOCCOCCOCCOCc1ccccc1. (6) Given the product CC(C)NC(=O)c1cn(COCC[Si](C)(C)C)nc1-c1nc(-c2ccccc2)cs1, predict the reactants needed to synthesize it. The reactants are: CC(C)N.C[Si](C)(C)CCOCn1cc(C(=O)O)c(-c2nc(-c3ccccc3)cs2)n1.